Dataset: Forward reaction prediction with 1.9M reactions from USPTO patents (1976-2016). Task: Predict the product of the given reaction. The product is: [O:1]=[C:6]1[CH2:7][N:8]([CH2:11][CH2:12][CH2:13][NH2:14])[CH2:9][CH2:10][S:5]1. Given the reactants [OH2:1].NN.O=[S:5]1[CH2:10][CH2:9][N:8]([CH2:11][CH2:12][CH2:13][N:14]2C(=O)C3C(=CC=CC=3)C2=O)[CH2:7][CH2:6]1, predict the reaction product.